From a dataset of Peptide-MHC class II binding affinity with 134,281 pairs from IEDB. Regression. Given a peptide amino acid sequence and an MHC pseudo amino acid sequence, predict their binding affinity value. This is MHC class II binding data. (1) The MHC is DRB1_0901 with pseudo-sequence DRB1_0901. The binding affinity (normalized) is 0.425. The peptide sequence is VDVVLEHGGCVTTMA. (2) The peptide sequence is GSSIGKLFTQTMKGV. The MHC is DRB1_1501 with pseudo-sequence DRB1_1501. The binding affinity (normalized) is 0.0878.